This data is from Forward reaction prediction with 1.9M reactions from USPTO patents (1976-2016). The task is: Predict the product of the given reaction. (1) The product is: [Br:1][C:2]1[CH:7]=[CH:6][C:5]([C:14]#[C:13][Si:10]([CH3:12])([CH3:11])[CH3:9])=[CH:4][CH:3]=1. Given the reactants [Br:1][C:2]1[CH:7]=[CH:6][C:5](I)=[CH:4][CH:3]=1.[CH3:9][Si:10]([C:13]#[CH:14])([CH3:12])[CH3:11], predict the reaction product. (2) Given the reactants Br[C:2]1[CH:3]=[C:4]2[C:8](=[CH:9][CH:10]=1)[NH:7][N:6]=[C:5]2[Cl:11].[CH2:12]([O:14][C:15](=[O:35])[CH:16]=[C:17](C1C=CC(OC)=C2C=1C=CN2)[C:18]1[CH:23]=[CH:22][CH:21]=[CH:20][CH:19]=1)[CH3:13], predict the reaction product. The product is: [CH2:12]([O:14][C:15](=[O:35])[CH:16]=[C:17]([C:2]1[CH:3]=[C:4]2[C:8](=[CH:9][CH:10]=1)[NH:7][N:6]=[C:5]2[Cl:11])[C:18]1[CH:23]=[CH:22][CH:21]=[CH:20][CH:19]=1)[CH3:13]. (3) The product is: [NH:2]1[C:12](=[O:14])[CH2:11][CH2:10][NH:9][C:4]2[CH:5]=[CH:6][CH:7]=[CH:8][C:3]1=2. Given the reactants [Na].[NH2:2][C:3]1[CH:8]=[CH:7][CH:6]=[CH:5][C:4]=1[NH:9][CH2:10][CH2:11][C:12]([O:14]C)=O, predict the reaction product. (4) Given the reactants [C:1]([O:5][C:6](=[O:39])[N:7]([CH:9]([C:11](=[O:38])[NH:12][CH:13]([C:18]([N:20]1[CH2:24][CH2:23][CH:22]2[NH:25][CH2:26][CH:27]([CH2:28][O:29][C:30]3[CH:35]=[CH:34][C:33]([F:36])=[C:32]([F:37])[CH:31]=3)[CH:21]12)=[O:19])[C:14]([CH3:17])([CH3:16])[CH3:15])[CH3:10])[CH3:8])([CH3:4])([CH3:3])[CH3:2].[CH3:40][N:41]=[C:42]=[O:43], predict the reaction product. The product is: [C:1]([O:5][C:6](=[O:39])[N:7]([CH:9]([C:11](=[O:38])[NH:12][CH:13]([C:18]([N:20]1[CH2:24][CH2:23][CH:22]2[N:25]([C:42](=[O:43])[NH:41][CH3:40])[CH2:26][CH:27]([CH2:28][O:29][C:30]3[CH:35]=[CH:34][C:33]([F:36])=[C:32]([F:37])[CH:31]=3)[CH:21]12)=[O:19])[C:14]([CH3:16])([CH3:17])[CH3:15])[CH3:10])[CH3:8])([CH3:2])([CH3:3])[CH3:4]. (5) Given the reactants Br[C:2]1[C:3]2[CH:10]=[C:9]([CH2:11][O:12][C:13]3[CH:18]=[CH:17][C:16]([C:19]4([CH2:24][C:25]([O:27][CH2:28][CH3:29])=[O:26])[CH2:22][C:21](=[O:23])[CH2:20]4)=[CH:15][CH:14]=3)[CH:8]=[CH:7][C:4]=2[S:5][CH:6]=1.[B:30]1([B:30]2[O:34][C:33]([CH3:36])([CH3:35])[C:32]([CH3:38])([CH3:37])[O:31]2)[O:34][C:33]([CH3:36])([CH3:35])[C:32]([CH3:38])([CH3:37])[O:31]1.C(Cl)Cl.CC([O-])=O.[K+], predict the reaction product. The product is: [O:23]=[C:21]1[CH2:22][C:19]([CH2:24][C:25]([O:27][CH2:28][CH3:29])=[O:26])([C:16]2[CH:17]=[CH:18][C:13]([O:12][CH2:11][C:9]3[CH:8]=[CH:7][C:4]4[S:5][CH:6]=[C:2]([B:30]5[O:34][C:33]([CH3:36])([CH3:35])[C:32]([CH3:38])([CH3:37])[O:31]5)[C:3]=4[CH:10]=3)=[CH:14][CH:15]=2)[CH2:20]1. (6) Given the reactants [CH3:1][C:2]1[CH:9]=[CH:8][C:7]([C:10]2[CH:15]=[CH:14][CH:13]=[CH:12][CH:11]=2)=[CH:6][C:3]=1[CH:4]=[O:5].B.[Na].C(O)(=O)C, predict the reaction product. The product is: [CH3:1][C:2]1[CH:9]=[CH:8][C:7]([C:10]2[CH:15]=[CH:14][CH:13]=[CH:12][CH:11]=2)=[CH:6][C:3]=1[CH2:4][OH:5]. (7) Given the reactants [F:1][C:2]1[CH:8]=[CH:7][C:5]([NH2:6])=[C:4]([CH3:9])[CH:3]=1.[Br:10]Br, predict the reaction product. The product is: [BrH:10].[Br:10][C:7]1[CH:8]=[C:2]([F:1])[CH:3]=[C:4]([CH3:9])[C:5]=1[NH2:6]. (8) Given the reactants [Cl-].O[NH3+:3].[C:4](=[O:7])([O-])[OH:5].[Na+].CS(C)=O.[CH3:13][C:14]1([CH3:48])[CH2:19][CH:18]([N:20]2[C:25](=[O:26])[C:24]([CH2:27][C:28]3[CH:33]=[CH:32][C:31]([C:34]4[C:35]([C:40]#[N:41])=[CH:36][CH:37]=[CH:38][CH:39]=4)=[CH:30][CH:29]=3)=[C:23]([CH2:42][CH2:43][CH3:44])[N:22]3[N:45]=[CH:46][N:47]=[C:21]23)[CH2:17][CH2:16][O:15]1, predict the reaction product. The product is: [CH3:48][C:14]1([CH3:13])[CH2:19][CH:18]([N:20]2[C:25](=[O:26])[C:24]([CH2:27][C:28]3[CH:29]=[CH:30][C:31]([C:34]4[CH:39]=[CH:38][CH:37]=[CH:36][C:35]=4[C:40]4[NH:3][C:4](=[O:7])[O:5][N:41]=4)=[CH:32][CH:33]=3)=[C:23]([CH2:42][CH2:43][CH3:44])[N:22]3[N:45]=[CH:46][N:47]=[C:21]23)[CH2:17][CH2:16][O:15]1. (9) Given the reactants Cl[C:2]1[N:10]=[CH:9][N:8]=[C:7]2[C:3]=1[N:4]=[CH:5][N:6]2[C:11]1[CH:12]=[C:13]([CH:20]=[CH:21][C:22]=1[CH3:23])[C:14]([NH:16][CH:17]1[CH2:19][CH2:18]1)=[O:15].[CH:24]1([OH:29])[CH2:28][CH2:27][CH2:26][CH2:25]1.[CH3:30]N(C=O)C, predict the reaction product. The product is: [CH:17]1([NH:16][C:14](=[O:15])[C:13]2[CH:20]=[CH:21][C:22]([CH3:23])=[C:11]([N:6]3[CH:5]=[N:4][C:3]4[C:7]3=[N:8][CH:9]=[N:10][C:2]=4[O:29][C:24]3[CH:30]=[CH:25][CH:26]=[CH:27][CH:28]=3)[CH:12]=2)[CH2:19][CH2:18]1.